From a dataset of Peptide-MHC class II binding affinity with 134,281 pairs from IEDB. Regression. Given a peptide amino acid sequence and an MHC pseudo amino acid sequence, predict their binding affinity value. This is MHC class II binding data. (1) The peptide sequence is HGSPTFWMGSHEVNG. The MHC is HLA-DQA10201-DQB10303 with pseudo-sequence HLA-DQA10201-DQB10303. The binding affinity (normalized) is 0.396. (2) The binding affinity (normalized) is 0.555. The peptide sequence is PLYKLVHVFINTQYA. The MHC is DRB1_0901 with pseudo-sequence DRB1_0901. (3) The binding affinity (normalized) is 0.439. The peptide sequence is AYHFKDPQYPVWELT. The MHC is DRB1_1501 with pseudo-sequence DRB1_1501. (4) The peptide sequence is GELCIVDKIDAAFKI. The MHC is DRB1_0701 with pseudo-sequence DRB1_0701. The binding affinity (normalized) is 0.891. (5) The peptide sequence is FPGGKCSGITVSSTY. The MHC is DRB1_1501 with pseudo-sequence DRB1_1501. The binding affinity (normalized) is 0. (6) The peptide sequence is INEPTAAAIAYGLDS. The MHC is HLA-DQA10102-DQB10602 with pseudo-sequence HLA-DQA10102-DQB10602. The binding affinity (normalized) is 0.830. (7) The peptide sequence is KHIVWASRELERFAV. The MHC is DRB1_0401 with pseudo-sequence DRB1_0401. The binding affinity (normalized) is 0.244.